This data is from NCI-60 drug combinations with 297,098 pairs across 59 cell lines. The task is: Regression. Given two drug SMILES strings and cell line genomic features, predict the synergy score measuring deviation from expected non-interaction effect. (1) Drug 1: CC1C(C(CC(O1)OC2CC(CC3=C2C(=C4C(=C3O)C(=O)C5=C(C4=O)C(=CC=C5)OC)O)(C(=O)C)O)N)O.Cl. Drug 2: C1=NC2=C(N1)C(=S)N=C(N2)N. Cell line: HCC-2998. Synergy scores: CSS=19.4, Synergy_ZIP=-5.46, Synergy_Bliss=-7.70, Synergy_Loewe=-13.8, Synergy_HSA=-7.82. (2) Drug 1: CC1CCC2CC(C(=CC=CC=CC(CC(C(=O)C(C(C(=CC(C(=O)CC(OC(=O)C3CCCCN3C(=O)C(=O)C1(O2)O)C(C)CC4CCC(C(C4)OC)OCCO)C)C)O)OC)C)C)C)OC. Drug 2: CC(C)(C#N)C1=CC(=CC(=C1)CN2C=NC=N2)C(C)(C)C#N. Cell line: UACC62. Synergy scores: CSS=-0.117, Synergy_ZIP=0.847, Synergy_Bliss=1.36, Synergy_Loewe=-0.464, Synergy_HSA=-0.178. (3) Drug 1: C1CN1P(=S)(N2CC2)N3CC3. Drug 2: CC1CCC2CC(C(=CC=CC=CC(CC(C(=O)C(C(C(=CC(C(=O)CC(OC(=O)C3CCCCN3C(=O)C(=O)C1(O2)O)C(C)CC4CCC(C(C4)OC)OCCO)C)C)O)OC)C)C)C)OC. Cell line: OVCAR-8. Synergy scores: CSS=10.4, Synergy_ZIP=-5.15, Synergy_Bliss=-0.659, Synergy_Loewe=-1.12, Synergy_HSA=-0.268. (4) Drug 1: C1=NNC2=C1C(=O)NC=N2. Drug 2: C1CN(P(=O)(OC1)NCCCl)CCCl. Cell line: EKVX. Synergy scores: CSS=-0.103, Synergy_ZIP=1.29, Synergy_Bliss=2.23, Synergy_Loewe=-4.21, Synergy_HSA=-1.45. (5) Drug 1: C1CC(=O)NC(=O)C1N2CC3=C(C2=O)C=CC=C3N. Drug 2: C1=NC2=C(N1)C(=S)N=CN2. Cell line: SK-MEL-28. Synergy scores: CSS=-1.16, Synergy_ZIP=-1.28, Synergy_Bliss=-4.70, Synergy_Loewe=-10.3, Synergy_HSA=-5.51. (6) Drug 1: CS(=O)(=O)C1=CC(=C(C=C1)C(=O)NC2=CC(=C(C=C2)Cl)C3=CC=CC=N3)Cl. Drug 2: C1CNP(=O)(OC1)N(CCCl)CCCl. Cell line: SK-OV-3. Synergy scores: CSS=4.59, Synergy_ZIP=2.87, Synergy_Bliss=7.97, Synergy_Loewe=1.69, Synergy_HSA=4.64. (7) Drug 2: C(=O)(N)NO. Synergy scores: CSS=10.5, Synergy_ZIP=2.92, Synergy_Bliss=-1.42, Synergy_Loewe=-33.4, Synergy_HSA=-6.57. Cell line: RPMI-8226. Drug 1: C1=CC=C(C=C1)NC(=O)CCCCCCC(=O)NO.